Dataset: Cav3 T-type calcium channel HTS with 100,875 compounds. Task: Binary Classification. Given a drug SMILES string, predict its activity (active/inactive) in a high-throughput screening assay against a specified biological target. (1) The drug is S(=O)(=O)(N1CCC(CC1)C(=O)NC1CCCc2c1cccc2)c1c(n(nc1C)C)C. The result is 0 (inactive). (2) The molecule is O(CCCNC(=O)CCNC(=O)c1cc(OC)c(OC)c(OC)c1)CC. The result is 0 (inactive). (3) The result is 0 (inactive). The molecule is Clc1c(c(NC(=O)CCC(=O)NNC(=O)c2c(Cl)cccc2)ccc1)C. (4) The molecule is s1c(C(=O)NCC(=O)N(C(C(=O)NC2CCCC2)c2cccnc2)c2ccccc2)ccc1. The result is 0 (inactive). (5) The molecule is O1C(CCC1)CNC(=O)c1nn(c(=O)c2c1cccc2)C. The result is 0 (inactive). (6) The molecule is n1(CCCC)c2c(nc1/N=C\c1ccc(N(C)C)cc1)cccc2. The result is 0 (inactive). (7) The result is 0 (inactive). The drug is O=C(Nc1c2CCCCc2ccc1)C1CCN(CC1)c1nc(OC)nc(OC)n1. (8) The molecule is O=C1/C(=C/NCCN(CC)CC)C(=O)NC1. The result is 0 (inactive).